This data is from Reaction yield outcomes from USPTO patents with 853,638 reactions. The task is: Predict the reaction yield, written as a fraction of the theoretical maximum amount of product (1.0 means a 100% yield; for example, 0.34 means a 34% yield). (1) The reactants are [CH3:1][O:2][C:3]1[C:11]2[O:10][C:9]([CH3:12])=[CH:8][C:7]=2[C:6]([N+:13]([O-])=O)=[CH:5][CH:4]=1. The catalyst is CCO.[Pd]. The product is [CH3:1][O:2][C:3]1[C:11]2[O:10][C:9]([CH3:12])=[CH:8][C:7]=2[C:6]([NH2:13])=[CH:5][CH:4]=1. The yield is 0.580. (2) The reactants are [CH3:1][O:2][C:3]1[C:8]2[N:9]=[C:10]([NH:12][C:13](=[O:20])[C:14]3[CH:19]=[CH:18][CH:17]=[CH:16][CH:15]=3)[S:11][C:7]=2[C:6]([N:21]2[CH2:26][CH2:25][S:24][CH2:23][CH2:22]2)=[CH:5][CH:4]=1.I([O-])(=O)(=O)=[O:28].[Na+].O.ClCCl. The catalyst is O1CCOCC1. The product is [CH3:1][O:2][C:3]1[C:8]2[N:9]=[C:10]([NH:12][C:13](=[O:20])[C:14]3[CH:19]=[CH:18][CH:17]=[CH:16][CH:15]=3)[S:11][C:7]=2[C:6]([N:21]2[CH2:22][CH2:23][S:24](=[O:28])[CH2:25][CH2:26]2)=[CH:5][CH:4]=1. The yield is 0.210. (3) The reactants are [OH:1][C:2]1[CH:10]=[C:9]([C:11]([F:14])([F:13])[F:12])[CH:8]=[CH:7][C:3]=1[C:4]([OH:6])=[O:5].[CH3:15][Si](Cl)(C)C. The catalyst is C1(C)C=CC=CC=1. The product is [CH3:15][O:5][C:4](=[O:6])[C:3]1[CH:7]=[CH:8][C:9]([C:11]([F:12])([F:13])[F:14])=[CH:10][C:2]=1[OH:1]. The yield is 0.891. (4) The reactants are [CH3:1][O:2][C:3](=[O:7])[C@@H:4]([CH3:6])[NH2:5].[CH2:8]1[CH2:14][S:11](=[O:13])(=[O:12])[O:10][CH2:9]1. The catalyst is C(#N)C. The product is [CH3:1][O:2][C:3](=[O:7])[C@H:4]([NH:5][CH2:9][CH2:8][CH2:14][S:11]([OH:13])(=[O:12])=[O:10])[CH3:6]. The yield is 0.420. (5) The reactants are [CH3:1][O:2][C:3]1[CH:4]=[C:5]2[C:10](=[CH:11][CH:12]=1)[N+:9]([O-])=[CH:8][CH:7]=[CH:6]2.ClC(OC)=O.[CH3:19][O:20][C:21]1[CH:22]=[C:23]([Mg]Br)[CH:24]=[CH:25][CH:26]=1. The catalyst is C1COCC1. The product is [CH3:1][O:2][C:3]1[CH:4]=[C:5]2[C:10](=[CH:11][CH:12]=1)[N:9]=[C:8]([C:25]1[CH:24]=[CH:23][CH:22]=[C:21]([O:20][CH3:19])[CH:26]=1)[CH:7]=[CH:6]2. The yield is 0.460. (6) The reactants are [CH:1]1([CH2:6][CH2:7][CH2:8][OH:9])[CH2:5][CH2:4][CH2:3][CH2:2]1.[Cr](Cl)([O-])(=O)=O.[NH+]1C=CC=CC=1.[Mn]([O-])(=O)(=O)=O.[K+]. The catalyst is ClCCl. The product is [CH:1]1([CH2:6][CH2:7][CH:8]=[O:9])[CH2:5][CH2:4][CH2:3][CH2:2]1. The yield is 0.700. (7) The reactants are [Cl:1][C:2]1[CH:19]=[CH:18][C:5]([O:6][C:7]2[C:12]([F:13])=[CH:11][C:10]([N+:14]([O-])=O)=[CH:9][C:8]=2[F:17])=[CH:4][CH:3]=1.C1(C)C=CC=CC=1.C([O-])(=O)C.[NH4+]. The catalyst is [Fe].O. The product is [Cl:1][C:2]1[CH:19]=[CH:18][C:5]([O:6][C:7]2[C:12]([F:13])=[CH:11][C:10]([NH2:14])=[CH:9][C:8]=2[F:17])=[CH:4][CH:3]=1. The yield is 1.13. (8) The reactants are [C:1](Cl)(=[O:3])[CH3:2].[Br:5][C:6]1[C:7]([O:19][CH:20]2[CH2:23][CH2:22][CH2:21]2)=[C:8]2[C:13](=[C:14]([F:17])[C:15]=1[F:16])[NH:12][C@@H:11]([CH3:18])[CH2:10][CH2:9]2. The catalyst is ClCCl.N1C=CC=CC=1. The product is [Br:5][C:6]1[C:7]([O:19][CH:20]2[CH2:21][CH2:22][CH2:23]2)=[C:8]2[C:13](=[C:14]([F:17])[C:15]=1[F:16])[N:12]([C:1](=[O:3])[CH3:2])[C@@H:11]([CH3:18])[CH2:10][CH2:9]2. The yield is 0.990. (9) The reactants are C[O:2][C:3]([C:5]1[CH:13]=[C:12]2[C:8]([C:9]([CH:32]3[CH2:37][CH2:36][CH2:35][CH2:34][CH2:33]3)=[C:10]([C:23]3[CH:28]=[CH:27][C:26]([NH2:29])=[C:25]([CH:30]=O)[CH:24]=3)[N:11]2[CH2:14][C:15]([N:17]2[CH2:22][CH2:21][O:20][CH2:19][CH2:18]2)=[O:16])=[CH:7][CH:6]=1)=[O:4].[CH3:38][O:39][C:40]1[CH:41]=[C:42]([C:46](=O)[CH3:47])[CH:43]=[CH:44][CH:45]=1. No catalyst specified. The product is [CH:32]1([C:9]2[C:8]3[C:12](=[CH:13][C:5]([C:3]([OH:4])=[O:2])=[CH:6][CH:7]=3)[N:11]([CH2:14][C:15]([N:17]3[CH2:18][CH2:19][O:20][CH2:21][CH2:22]3)=[O:16])[C:10]=2[C:23]2[CH:24]=[C:25]3[C:26](=[CH:27][CH:28]=2)[N:29]=[C:46]([C:42]2[CH:43]=[CH:44][CH:45]=[C:40]([O:39][CH3:38])[CH:41]=2)[CH:47]=[CH:30]3)[CH2:37][CH2:36][CH2:35][CH2:34][CH2:33]1. The yield is 0.0400.